Predict the reactants needed to synthesize the given product. From a dataset of Full USPTO retrosynthesis dataset with 1.9M reactions from patents (1976-2016). (1) Given the product [C:15]([O:14][C:12]([NH:2][CH2:3][C:4]([C:6]1[CH:11]=[CH:10][CH:9]=[CH:8][CH:7]=1)=[O:5])=[O:13])([CH3:18])([CH3:17])[CH3:16], predict the reactants needed to synthesize it. The reactants are: Cl.[NH2:2][CH2:3][C:4]([C:6]1[CH:11]=[CH:10][CH:9]=[CH:8][CH:7]=1)=[O:5].[C:12](O[C:12]([O:14][C:15]([CH3:18])([CH3:17])[CH3:16])=[O:13])([O:14][C:15]([CH3:18])([CH3:17])[CH3:16])=[O:13].C(=O)([O-])[O-].[K+].[K+]. (2) Given the product [CH2:1]([O:8][CH2:9][CH2:10][CH2:11][CH2:12][CH2:13][CH2:14][CH2:15][CH2:16][O:17][CH2:18][CH2:19][CH2:20][CH2:21][CH2:22][CH2:23][CH2:24][CH2:25][CH2:26][CH2:27][P:28](=[O:29])([OH:32])[OH:35])[C:2]1[CH:3]=[CH:4][CH:5]=[CH:6][CH:7]=1, predict the reactants needed to synthesize it. The reactants are: [CH2:1]([O:8][CH2:9][CH2:10][CH2:11][CH2:12][CH2:13][CH2:14][CH2:15][CH2:16][O:17][CH2:18][CH2:19][CH2:20][CH2:21][CH2:22][CH2:23][CH2:24][CH2:25][CH2:26][CH2:27][P:28](=[O:35])([O:32]CC)[O:29]CC)[C:2]1[CH:7]=[CH:6][CH:5]=[CH:4][CH:3]=1.Br[Si](C)(C)C.O. (3) Given the product [NH2:27][C:13]1[S:14][CH2:15][C@@H:16]2[CH2:17][C@H:18]([C:21]3[O:25][N:24]=[C:23]([CH3:26])[CH:22]=3)[O:19][CH2:20][C@:11]2([C:9]2[CH:10]=[C:5]([CH:6]=[CH:7][C:8]=2[F:36])[C:3]#[N:4])[N:12]=1, predict the reactants needed to synthesize it. The reactants are: CN.[C:3]([C:5]1[CH:6]=[CH:7][C:8]([F:36])=[C:9]([C@:11]23[CH2:20][O:19][C@@H:18]([C:21]4[O:25][N:24]=[C:23]([CH3:26])[CH:22]=4)[CH2:17][C@H:16]2[CH2:15][S:14][C:13]([NH:27]C(=O)C2C=CC=CC=2)=[N:12]3)[CH:10]=1)#[N:4]. (4) Given the product [C:1]([O:4][C@@H:5]1[C:14]2[C:9](=[N:10][C:11]([C:21]3[CH:26]=[CH:25][CH:24]=[CH:23][CH:22]=3)=[C:12]([C:15]3[CH:20]=[CH:19][CH:18]=[CH:17][CH:16]=3)[N:13]=2)[N:8]([CH2:28][CH2:29][CH2:30][CH2:31][CH2:32][CH2:33][C:34]([O:36][CH2:37][CH3:38])=[O:35])[CH2:7][CH2:6]1)(=[O:3])[CH3:2], predict the reactants needed to synthesize it. The reactants are: [C:1]([O:4][C@@H:5]1[C:14]2[C:9](=[N:10][C:11]([C:21]3[CH:26]=[CH:25][CH:24]=[CH:23][CH:22]=3)=[C:12]([C:15]3[CH:20]=[CH:19][CH:18]=[CH:17][CH:16]=3)[N:13]=2)[NH:8][CH2:7][CH2:6]1)(=[O:3])[CH3:2].O=[CH:28][CH2:29][CH2:30][CH2:31][CH2:32][CH2:33][C:34]([O:36][CH2:37][CH3:38])=[O:35].C(O[BH-](OC(=O)C)OC(=O)C)(=O)C.[Na+].O. (5) Given the product [CH2:28]([O:31][C:7](=[O:8])[CH2:3][C:4]([NH:21][C:18]1[S:19][CH:20]=[C:16]([C:10]2[CH:11]=[CH:12][CH:13]=[CH:14][CH:15]=2)[N:17]=1)=[O:5])[CH3:30], predict the reactants needed to synthesize it. The reactants are: C([CH:3]([C:7](Cl)=[O:8])[C:4](Cl)=[O:5])C.[C:10]1([C:16]2[N:17]=[C:18]([NH2:21])[S:19][CH:20]=2)[CH:15]=[CH:14][CH:13]=[CH:12][CH:11]=1.CCN([CH:28]([CH3:30])C)C(C)C.[OH2:31]. (6) Given the product [Cl:30][C:31]1[N:36]=[CH:35][C:34]([S:37]([NH:1][C:2]2[CH:7]=[CH:6][C:5]([CH2:8][N:9]3[CH2:14][CH2:13][N:12]([C:15]([O:17][C:18]([CH3:19])([CH3:21])[CH3:20])=[O:16])[C@@H:11]([CH3:22])[CH2:10]3)=[C:4]([CH3:23])[CH:3]=2)(=[O:39])=[O:38])=[CH:33][CH:32]=1, predict the reactants needed to synthesize it. The reactants are: [NH2:1][C:2]1[CH:7]=[CH:6][C:5]([CH2:8][N:9]2[CH2:14][CH2:13][N:12]([C:15]([O:17][C:18]([CH3:21])([CH3:20])[CH3:19])=[O:16])[C@@H:11]([CH3:22])[CH2:10]2)=[C:4]([CH3:23])[CH:3]=1.N1C=CC=CC=1.[Cl:30][C:31]1[N:36]=[CH:35][C:34]([S:37](Cl)(=[O:39])=[O:38])=[CH:33][CH:32]=1. (7) Given the product [C:25]([O:29][C:30]([N:32]1[CH2:37][CH2:36][CH:35]([NH:38][C:20]([C:18]2[CH:17]=[CH:16][C:13]3[N:14]([CH3:15])[C:10]([NH:9][C:7]4[S:8][C:4]5[CH:3]=[C:2]([Cl:1])[CH:24]=[CH:23][C:5]=5[N:6]=4)=[N:11][C:12]=3[CH:19]=2)=[O:21])[CH2:34][CH2:33]1)=[O:31])([CH3:28])([CH3:26])[CH3:27], predict the reactants needed to synthesize it. The reactants are: [Cl:1][C:2]1[CH:24]=[CH:23][C:5]2[N:6]=[C:7]([NH:9][C:10]3[N:14]([CH3:15])[C:13]4[CH:16]=[CH:17][C:18]([C:20](O)=[O:21])=[CH:19][C:12]=4[N:11]=3)[S:8][C:4]=2[CH:3]=1.[C:25]([O:29][C:30]([N:32]1[CH2:37][CH2:36][CH:35]([NH2:38])[CH2:34][CH2:33]1)=[O:31])([CH3:28])([CH3:27])[CH3:26].CN(C(ON1N=NC2C=CC=CC1=2)=[N+](C)C)C.F[P-](F)(F)(F)(F)F.CCN(C(C)C)C(C)C.